This data is from Catalyst prediction with 721,799 reactions and 888 catalyst types from USPTO. The task is: Predict which catalyst facilitates the given reaction. (1) Reactant: Br[C:2]1[CH:3]=[C:4]([CH2:7][N:8]([CH3:10])[CH3:9])[S:5][CH:6]=1.[CH:11]([O:14][B:15](OC(C)C)[O:16][CH:17]([CH3:19])[CH3:18])([CH3:13])[CH3:12].[Li]CCCC.CCCCCC. Product: [CH3:9][N:8]([CH2:7][C:4]1[S:5][CH:6]=[C:2]([B:15]([O:16][CH:17]([CH3:19])[CH3:18])[O:14][CH:11]([CH3:13])[CH3:12])[CH:3]=1)[CH3:10]. The catalyst class is: 1. (2) Reactant: C(OC([N:8]1[CH2:13][CH2:12][O:11][CH:10]([C:14]2[CH:19]=[CH:18][C:17]([NH:20][CH2:21][C:22]3[CH:27]=[CH:26][C:25]([Cl:28])=[CH:24][CH:23]=3)=[CH:16][CH:15]=2)[CH2:9]1)=O)(C)(C)C.Cl.[OH-].[Na+]. The catalyst class is: 523. Product: [Cl:28][C:25]1[CH:26]=[CH:27][C:22]([CH2:21][NH:20][C:17]2[CH:16]=[CH:15][C:14]([CH:10]3[O:11][CH2:12][CH2:13][NH:8][CH2:9]3)=[CH:19][CH:18]=2)=[CH:23][CH:24]=1. (3) Reactant: Br[C:2]1[CH:9]=[CH:8][C:5]([CH2:6][OH:7])=[C:4]([Cl:10])[CH:3]=1.[C:11]1(OB(O)O)[CH:16]=[CH:15][CH:14]=[CH:13][CH:12]=1.C(=O)([O-])[O-].[Na+].[Na+].C(OCC)(=O)C. Product: [Cl:10][C:4]1[CH:3]=[CH:2][CH:9]=[CH:8][C:5]=1[CH:6]([OH:7])[C:11]1[CH:16]=[CH:15][CH:14]=[CH:13][CH:12]=1. The catalyst class is: 234. (4) Reactant: [F:1][C:2]([F:17])([F:16])[S:3]([NH:6][C:7]1[CH:12]=[CH:11][CH:10]=[C:9]([N+:13]([O-])=O)[CH:8]=1)(=[O:5])=[O:4]. Product: [NH2:13][C:9]1[CH:8]=[C:7]([NH:6][S:3]([C:2]([F:17])([F:1])[F:16])(=[O:5])=[O:4])[CH:12]=[CH:11][CH:10]=1. The catalyst class is: 50. (5) Reactant: [Cl:1][C:2]1[CH:9]=[CH:8][C:5]([CH:6]=O)=[CH:4][C:3]=1[N+:10]([O-:12])=[O:11].[Cl:13][C:14]1[CH:15]=[C:16]([C@H:20]([NH2:22])[CH3:21])[CH:17]=[CH:18][CH:19]=1.C(O)(=O)C.[BH-](OC(C)=O)(OC(C)=O)OC(C)=O.[Na+]. Product: [Cl:1][C:2]1[CH:9]=[CH:8][C:5]([CH2:6][NH:22][C@@H:20]([C:16]2[CH:17]=[CH:18][CH:19]=[C:14]([Cl:13])[CH:15]=2)[CH3:21])=[CH:4][C:3]=1[N+:10]([O-:12])=[O:11]. The catalyst class is: 26.